Dataset: Retrosynthesis with 50K atom-mapped reactions and 10 reaction types from USPTO. Task: Predict the reactants needed to synthesize the given product. (1) Given the product CCCCCN1CCN(c2cc(OC)ccc2C2=CCC(C)(C)CC2)CC1, predict the reactants needed to synthesize it. The reactants are: CCCCC=O.COc1ccc(C2=CCC(C)(C)CC2)c(N2CCNCC2)c1. (2) Given the product CCOc1cc(C(C)(C)C)ncc1C1=N[C@@](C)(c2ccc(Cl)cc2)[C@@](C)(c2ccc(Cl)cc2)N1C(=O)N1CCC(CC(=O)NCCc2cccc(C)c2)CC1, predict the reactants needed to synthesize it. The reactants are: CCOc1cc(C(C)(C)C)ncc1C1=N[C@@](C)(c2ccc(Cl)cc2)[C@@](C)(c2ccc(Cl)cc2)N1C(=O)N1CCC(CC(=O)O)CC1.Cc1cccc(CCN)c1. (3) Given the product Cc1cc(NS(=O)(=O)c2ccccn2)c2ncccc2c1C, predict the reactants needed to synthesize it. The reactants are: Cc1cc(N)c2ncccc2c1C.O=S(=O)(Cl)c1ccccn1.